Dataset: Full USPTO retrosynthesis dataset with 1.9M reactions from patents (1976-2016). Task: Predict the reactants needed to synthesize the given product. Given the product [S:1]1[C:5]2[CH:6]=[C:7]([NH:10][C:11]3[N:12]=[CH:13][C:14]([C:15](=[S:23])[NH2:16])=[C:17]([NH:19][CH:20]([CH3:22])[CH3:21])[CH:18]=3)[CH:8]=[CH:9][C:4]=2[N:3]=[CH:2]1, predict the reactants needed to synthesize it. The reactants are: [S:1]1[C:5]2[CH:6]=[C:7]([NH:10][C:11]3[CH:18]=[C:17]([NH:19][CH:20]([CH3:22])[CH3:21])[C:14]([C:15]#[N:16])=[CH:13][N:12]=3)[CH:8]=[CH:9][C:4]=2[N:3]=[CH:2]1.[S:23]=S.[NH4+].